From a dataset of NCI-60 drug combinations with 297,098 pairs across 59 cell lines. Regression. Given two drug SMILES strings and cell line genomic features, predict the synergy score measuring deviation from expected non-interaction effect. (1) Drug 1: CNC(=O)C1=CC=CC=C1SC2=CC3=C(C=C2)C(=NN3)C=CC4=CC=CC=N4. Drug 2: CC1C(C(CC(O1)OC2CC(CC3=C2C(=C4C(=C3O)C(=O)C5=CC=CC=C5C4=O)O)(C(=O)C)O)N)O. Cell line: K-562. Synergy scores: CSS=43.4, Synergy_ZIP=-7.77, Synergy_Bliss=-11.8, Synergy_Loewe=-12.2, Synergy_HSA=-10.2. (2) Drug 1: C1=C(C(=O)NC(=O)N1)N(CCCl)CCCl. Drug 2: C1=CC=C(C=C1)NC(=O)CCCCCCC(=O)NO. Cell line: SK-OV-3. Synergy scores: CSS=22.4, Synergy_ZIP=-7.03, Synergy_Bliss=-5.30, Synergy_Loewe=-10.2, Synergy_HSA=-4.08. (3) Drug 1: CC1=C(C=C(C=C1)NC2=NC=CC(=N2)N(C)C3=CC4=NN(C(=C4C=C3)C)C)S(=O)(=O)N.Cl. Drug 2: CC1CCCC2(C(O2)CC(NC(=O)CC(C(C(=O)C(C1O)C)(C)C)O)C(=CC3=CSC(=N3)C)C)C. Cell line: NCI-H460. Synergy scores: CSS=-15.5, Synergy_ZIP=1.96, Synergy_Bliss=-7.97, Synergy_Loewe=-14.6, Synergy_HSA=-11.8. (4) Synergy scores: CSS=29.6, Synergy_ZIP=-0.305, Synergy_Bliss=-1.75, Synergy_Loewe=-23.8, Synergy_HSA=-2.20. Drug 2: C1CN(P(=O)(OC1)NCCCl)CCCl. Drug 1: C1=NC2=C(N1)C(=S)N=C(N2)N. Cell line: OVCAR-8. (5) Drug 1: CC(CN1CC(=O)NC(=O)C1)N2CC(=O)NC(=O)C2. Drug 2: CC1CCC2CC(C(=CC=CC=CC(CC(C(=O)C(C(C(=CC(C(=O)CC(OC(=O)C3CCCCN3C(=O)C(=O)C1(O2)O)C(C)CC4CCC(C(C4)OC)OCCO)C)C)O)OC)C)C)C)OC. Cell line: T-47D. Synergy scores: CSS=10.8, Synergy_ZIP=-1.38, Synergy_Bliss=-1.53, Synergy_Loewe=-0.449, Synergy_HSA=0.419. (6) Drug 1: C1CC(C1)(C(=O)O)C(=O)O.[NH2-].[NH2-].[Pt+2]. Drug 2: CC1CCC2CC(C(=CC=CC=CC(CC(C(=O)C(C(C(=CC(C(=O)CC(OC(=O)C3CCCCN3C(=O)C(=O)C1(O2)O)C(C)CC4CCC(C(C4)OC)OCCO)C)C)O)OC)C)C)C)OC. Cell line: CAKI-1. Synergy scores: CSS=8.82, Synergy_ZIP=0.634, Synergy_Bliss=5.78, Synergy_Loewe=-2.72, Synergy_HSA=-1.26. (7) Drug 1: CS(=O)(=O)C1=CC(=C(C=C1)C(=O)NC2=CC(=C(C=C2)Cl)C3=CC=CC=N3)Cl. Drug 2: CC1=C2C(C(=O)C3(C(CC4C(C3C(C(C2(C)C)(CC1OC(=O)C(C(C5=CC=CC=C5)NC(=O)C6=CC=CC=C6)O)O)OC(=O)C7=CC=CC=C7)(CO4)OC(=O)C)O)C)OC(=O)C. Cell line: MALME-3M. Synergy scores: CSS=27.0, Synergy_ZIP=0.294, Synergy_Bliss=2.07, Synergy_Loewe=-12.3, Synergy_HSA=1.22.